Task: Predict the product of the given reaction.. Dataset: Forward reaction prediction with 1.9M reactions from USPTO patents (1976-2016) (1) Given the reactants CC[O:3][C:4]([C@@H:6]1[CH2:11][CH2:10][CH:9]([CH3:12])[CH2:8][N:7]1[C:13]([O:15][C:16]([CH3:19])([CH3:18])[CH3:17])=[O:14])=[O:5].O.[OH-].[Li+], predict the reaction product. The product is: [C:16]([O:15][C:13]([N:7]1[CH2:8][CH:9]([CH3:12])[CH2:10][CH2:11][C@H:6]1[C:4]([OH:5])=[O:3])=[O:14])([CH3:17])([CH3:18])[CH3:19]. (2) Given the reactants [C:1](=[O:18])([OH:17])[O:2][C:3]1[CH:8]=[C:7](NC(OC(C)(C)C)=O)[CH:6]=[CH:5][CH:4]=1.[OH:19][C:20]1C2N=NNC=2C=CC=1.[CH2:41]1[CH2:42][CH2:43][CH:38]([N:37]=C=[N:37][CH:38]2[CH2:43][CH2:42][CH2:41][CH2:40][CH2:39]2)[CH2:39][CH2:40]1.OC1C=CC([C:49]([NH2:51])=[S:50])=CC=1.CN(C)C=[O:57], predict the reaction product. The product is: [NH2:37][C:38]1[CH:39]=[CH:40][C:41]([O:17][C:1]([O:2][C:3]2[CH:4]=[CH:5][C:6]([C:49](=[S:50])[NH2:51])=[CH:7][CH:8]=2)=[O:18])=[C:42]([CH:43]=1)[C:20]([OH:19])=[O:57]. (3) Given the reactants [OH:1][C:2]([C@H:5]1[CH2:10][CH2:9][C:8]([CH2:11][N:12]2C(=O)C3C(=CC=CC=3)C2=O)=[CH:7][CH2:6]1)([CH3:4])[CH3:3].O.NN, predict the reaction product. The product is: [NH2:12][CH2:11][C:8]1[CH2:9][CH2:10][C@H:5]([C:2]([OH:1])([CH3:3])[CH3:4])[CH2:6][CH:7]=1. (4) Given the reactants C(OC([N:8]1[CH:13]2[CH2:14][CH2:15][CH2:16][CH:9]1[CH2:10][N:11]([C:17]1[CH:26]=[CH:25][C:24]3[C:19](=[CH:20][CH:21]=[C:22]([N+:27]([O-:29])=[O:28])[CH:23]=3)[N:18]=1)[CH2:12]2)=O)(C)(C)C.FC(F)(F)C(O)=O.N, predict the reaction product. The product is: [N+:27]([C:22]1[CH:23]=[C:24]2[C:19](=[CH:20][CH:21]=1)[N:18]=[C:17]([N:11]1[CH2:10][CH:9]3[NH:8][CH:13]([CH2:14][CH2:15][CH2:16]3)[CH2:12]1)[CH:26]=[CH:25]2)([O-:29])=[O:28]. (5) Given the reactants C1(P(C2C=CC=CC=2)C2C=CC=CC=2)C=CC=CC=1.II.CCN(CC)CC.[Si:29]([O:36][C@@H:37]([CH3:63])[C@@H:38]([NH:52][C:53]1[CH:58]=[CH:57][C:56]([C:59]#[N:60])=[C:55]([Cl:61])[C:54]=1[CH3:62])[C:39]([NH:41][NH:42][C:43](=[O:51])[C:44]1[CH:49]=[CH:48][C:47]([I:50])=[CH:46][CH:45]=1)=O)([C:32]([CH3:35])([CH3:34])[CH3:33])([CH3:31])[CH3:30], predict the reaction product. The product is: [Si:29]([O:36][C@@H:37]([CH3:63])[C@@H:38]([NH:52][C:53]1[CH:58]=[CH:57][C:56]([C:59]#[N:60])=[C:55]([Cl:61])[C:54]=1[CH3:62])[C:39]1[O:51][C:43]([C:44]2[CH:45]=[CH:46][C:47]([I:50])=[CH:48][CH:49]=2)=[N:42][N:41]=1)([C:32]([CH3:34])([CH3:35])[CH3:33])([CH3:30])[CH3:31]. (6) Given the reactants CC(C)([O-])C.[K+].[F:7]/[C:8](/[C:20]1[CH:24]=[C:23]([CH3:25])[NH:22][N:21]=1)=[CH:9]\[C:10]1[CH:15]=[CH:14][C:13]([Si:16]([CH3:19])([CH3:18])[CH3:17])=[CH:12][CH:11]=1.[Cl:26][C:27]1[CH:32]=[C:31]([CH2:33]Cl)[CH:30]=[CH:29][N:28]=1.C(OCC)(=O)C, predict the reaction product. The product is: [Cl:26][C:27]1[CH:32]=[C:31]([CH2:33][N:22]2[C:23]([CH3:25])=[CH:24][C:20](/[C:8](/[F:7])=[CH:9]/[C:10]3[CH:11]=[CH:12][C:13]([Si:16]([CH3:17])([CH3:18])[CH3:19])=[CH:14][CH:15]=3)=[N:21]2)[CH:30]=[CH:29][N:28]=1.